Dataset: Peptide-MHC class I binding affinity with 185,985 pairs from IEDB/IMGT. Task: Regression. Given a peptide amino acid sequence and an MHC pseudo amino acid sequence, predict their binding affinity value. This is MHC class I binding data. (1) The peptide sequence is KVPAAYAA. The MHC is Mamu-A01 with pseudo-sequence Mamu-A01. The binding affinity (normalized) is 0.460. (2) The peptide sequence is KVIQYLAYV. The MHC is HLA-A02:03 with pseudo-sequence HLA-A02:03. The binding affinity (normalized) is 0.981.